From a dataset of Forward reaction prediction with 1.9M reactions from USPTO patents (1976-2016). Predict the product of the given reaction. (1) Given the reactants [F:1][C:2]1[CH:3]=[C:4]([OH:11])[CH:5]=[CH:6][C:7]=1[N+:8]([O-:10])=[O:9].[F:12][C:13]([F:26])([F:25])[S:14](O[S:14]([C:13]([F:26])([F:25])[F:12])(=[O:16])=[O:15])(=[O:16])=[O:15].C(N(CC)CC)C, predict the reaction product. The product is: [F:12][C:13]([F:26])([F:25])[S:14]([O:11][C:4]1[CH:5]=[CH:6][C:7]([N+:8]([O-:10])=[O:9])=[C:2]([F:1])[CH:3]=1)(=[O:16])=[O:15]. (2) Given the reactants [S:1]1[C:5]2[CH:6]=[CH:7][CH:8]=[CH:9][C:4]=2[C:3]([N:10]2[CH2:15][CH2:14][N:13]([CH2:16][CH2:17][C:18]3[CH:19]=[C:20]4[C:24](=[CH:25][C:26]=3[Cl:27])[NH:23][C:22](=[O:28])[CH2:21]4)[CH2:12][CH2:11]2)=[N:2]1.[Cl:29]CCl.Cl, predict the reaction product. The product is: [CH:8]1[CH:7]=[CH:6][C:5]2[S:1][N:2]=[C:3]([N:10]3[CH2:11][CH2:12][N:13]([CH2:16][CH2:17][C:18]4[CH:19]=[C:20]5[CH2:21][C:22](=[O:28])[NH:23][C:24]5=[CH:25][C:26]=4[Cl:27])[CH2:14][CH2:15]3)[C:4]=2[CH:9]=1.[ClH:29]. (3) Given the reactants [N+:1]([C:4]1[CH:5]=[C:6]([CH:20]=[C:21]([O:23][CH2:24][CH2:25][C:26]2[S:30][CH:29]=[N:28][C:27]=2[CH3:31])[CH:22]=1)[C:7]([NH:9][C:10]1[CH:15]=[CH:14][C:13]([C:16]([O:18]C)=[O:17])=[CH:12][N:11]=1)=[O:8])([O-])=O.C(O)C.[H][H], predict the reaction product. The product is: [NH2:1][C:4]1[CH:5]=[C:6]([CH:20]=[C:21]([O:23][CH2:24][CH2:25][C:26]2[S:30][CH:29]=[N:28][C:27]=2[CH3:31])[CH:22]=1)[C:7]([NH:9][C:10]1[CH:15]=[CH:14][C:13]([C:16]([OH:18])=[O:17])=[CH:12][N:11]=1)=[O:8].